From a dataset of Reaction yield outcomes from USPTO patents with 853,638 reactions. Predict the reaction yield, written as a fraction of the theoretical maximum amount of product (1.0 means a 100% yield; for example, 0.34 means a 34% yield). (1) The reactants are [CH3:1][O:2][C:3]1[CH:4]=[CH:5][C:6]([N+:23]([O-])=O)=[C:7]([S:9]([NH:12][C:13]2[CH:14]=[CH:15][CH:16]=[C:17]3[C:22]=2[N:21]=[CH:20][CH:19]=[CH:18]3)(=[O:11])=[O:10])[CH:8]=1.Cl[Sn]Cl. The catalyst is Cl.CCO. The product is [NH2:23][C:6]1[CH:5]=[CH:4][C:3]([O:2][CH3:1])=[CH:8][C:7]=1[S:9]([NH:12][C:13]1[CH:14]=[CH:15][CH:16]=[C:17]2[C:22]=1[N:21]=[CH:20][CH:19]=[CH:18]2)(=[O:11])=[O:10]. The yield is 0.710. (2) The reactants are [F:1][C:2]1[CH:34]=[CH:33][C:5]([CH2:6][CH:7]2[CH2:12][CH2:11][N:10]([C:13]([C:15]3[CH:16]=[C:17]4[C:21](=[CH:22][C:23]=3[O:24][CH3:25])[NH:20][CH:19]=[C:18]4[C:26](=[O:32])[C:27]([N:29]([CH3:31])[CH3:30])=[O:28])=[O:14])[CH2:9][CH2:8]2)=[CH:4][CH:3]=1.C[Si]([N-:39][Si](C)(C)C)(C)C.[Li+]. The catalyst is CN1CCCC1=O. The product is [NH2:39][N:20]1[C:21]2[C:17](=[CH:16][C:15]([C:13]([N:10]3[CH2:11][CH2:12][CH:7]([CH2:6][C:5]4[CH:33]=[CH:34][C:2]([F:1])=[CH:3][CH:4]=4)[CH2:8][CH2:9]3)=[O:14])=[C:23]([O:24][CH3:25])[CH:22]=2)[C:18]([C:26](=[O:32])[C:27]([N:29]([CH3:30])[CH3:31])=[O:28])=[CH:19]1. The yield is 0.470. (3) The reactants are Cl.[N:2]1[C:12]2[C:11]3[S:13][C:14]([C:16]4[CH:30]=[CH:29][C:19]([CH2:20][NH:21]C(=O)OC(C)(C)C)=[CH:18][CH:17]=4)=[CH:15][C:10]=3[CH2:9][CH2:8][O:7][C:6]=2[CH:5]=[CH:4][CH:3]=1. The catalyst is O1CCOCC1.C(Cl)Cl. The product is [N:2]1[C:12]2[C:11]3[S:13][C:14]([C:16]4[CH:30]=[CH:29][C:19]([CH2:20][NH2:21])=[CH:18][CH:17]=4)=[CH:15][C:10]=3[CH2:9][CH2:8][O:7][C:6]=2[CH:5]=[CH:4][CH:3]=1. The yield is 0.550.